Dataset: Forward reaction prediction with 1.9M reactions from USPTO patents (1976-2016). Task: Predict the product of the given reaction. (1) Given the reactants [CH:1]12[CH2:10][CH:5]3[CH2:6][CH:7]([CH2:9][CH:3]([CH2:4]3)[CH:2]1[NH:11][C:12](=[O:19])[C@H:13]1[CH2:17][C@@H:16]([OH:18])[CH2:15][NH:14]1)[CH2:8]2.C(O)(C(F)(F)F)=O.[C:27]([N:34]1[CH2:39][CH2:38][CH:37]([CH:40]=O)[CH2:36][CH2:35]1)([O:29][C:30]([CH3:33])([CH3:32])[CH3:31])=[O:28].C([BH3-])#N.[Na+], predict the reaction product. The product is: [CH:1]12[CH2:10][CH:5]3[CH2:6][CH:7]([CH2:9][CH:3]([CH2:4]3)[CH:2]1[NH:11][C:12]([C@H:13]1[CH2:17][C@@H:16]([OH:18])[CH2:15][N:14]1[CH2:40][CH:37]1[CH2:38][CH2:39][N:34]([C:27]([O:29][C:30]([CH3:31])([CH3:33])[CH3:32])=[O:28])[CH2:35][CH2:36]1)=[O:19])[CH2:8]2. (2) The product is: [CH3:7][Si:6]([CH3:9])([CH3:8])[C:5]#[C:4][CH2:3][CH2:2][N:11]1[CH:12]=[C:13]2[C:18]([CH:17]=[CH:16][CH:15]=[CH:14]2)=[N:10]1. Given the reactants Br[CH2:2][CH2:3][C:4]#[C:5][Si:6]([CH3:9])([CH3:8])[CH3:7].[NH:10]1[C:18]2[C:13](=[CH:14][CH:15]=[CH:16][CH:17]=2)[CH:12]=[N:11]1.C([O-])([O-])=O.[K+].[K+].C[Si](C)(C)C#CCCN1C2C(=CC=CC=2)C=N1, predict the reaction product. (3) Given the reactants [C:1]([O:5][C:6](=[O:18])[NH:7][C@H:8]([CH2:11][C:12]1[CH:17]=[CH:16][CH:15]=[CH:14][CH:13]=1)[CH2:9][OH:10])([CH3:4])([CH3:3])[CH3:2].C(N(CC)CC)C.N1C=CC=CC=1.S(=O)(=O)=O.O, predict the reaction product. The product is: [C:1]([O:5][C:6](=[O:18])[NH:7][C@H:8]([CH2:11][C:12]1[CH:17]=[CH:16][CH:15]=[CH:14][CH:13]=1)[CH:9]=[O:10])([CH3:4])([CH3:2])[CH3:3]. (4) Given the reactants C(N([CH2:6][CH3:7])CC)C.FC(F)(F)S(O[C:14]1[CH:19]=[CH:18][CH:17]=[CH:16][CH:15]=1)(=O)=O.[C:22]1([O:28][B:29]([O-])[O-:30])[CH:27]=CC=C[CH:23]=1.O1CCOC[CH2:33]1, predict the reaction product. The product is: [CH3:33][C:6]1([CH3:7])[C:22]([CH3:27])([CH3:23])[O:28][B:29]([C:14]2[CH:19]=[CH:18][CH:17]=[CH:16][CH:15]=2)[O:30]1. (5) Given the reactants C(N)CCC.NO.Cl.[CH:9]#[C:10][CH2:11][C@@H:12]([OH:22])[C@H:13]([OH:21])[CH2:14][CH2:15][CH2:16][CH2:17][CH2:18][CH2:19][CH3:20].Br[C:24]#[C:25][C@@H:26]([C:28]1[CH:33]=[CH:32][CH:31]=[CH:30][CH:29]=1)[OH:27], predict the reaction product. The product is: [C:28]1([C@@H:26]([OH:27])[C:25]#[C:24][C:9]#[C:10][CH2:11][C@@H:12]([OH:22])[C@H:13]([OH:21])[CH2:14][CH2:15][CH2:16][CH2:17][CH2:18][CH2:19][CH3:20])[CH:33]=[CH:32][CH:31]=[CH:30][CH:29]=1. (6) The product is: [F:20][C:21]([F:36])([F:37])[C:22]1[CH:27]=[C:26]([C:28]([F:29])([F:30])[F:31])[CH:25]=[CH:24][C:23]=1[CH2:32][C:33]([N:3]1[CH2:8][CH2:7][CH:6](/[CH:9]=[C:10]2/[C:11]([NH:16][CH2:17][C:18]#[CH:19])=[N:12][C:13](=[O:15])[S:14]/2)[CH2:5][CH2:4]1)=[O:34]. Given the reactants Cl.Cl.[NH:3]1[CH2:8][CH2:7][CH:6](/[CH:9]=[C:10]2/[C:11]([NH:16][CH2:17][C:18]#[CH:19])=[N:12][C:13](=[O:15])[S:14]/2)[CH2:5][CH2:4]1.[F:20][C:21]([F:37])([F:36])[C:22]1[CH:27]=[C:26]([C:28]([F:31])([F:30])[F:29])[CH:25]=[CH:24][C:23]=1[CH2:32][C:33](O)=[O:34].C(N(C(C)C)C(C)C)C.F[P-](F)(F)(F)(F)F.CN(C(ON1C2=NC=CC=C2N=N1)=[N+](C)C)C, predict the reaction product.